From a dataset of Reaction yield outcomes from USPTO patents with 853,638 reactions. Predict the reaction yield, written as a fraction of the theoretical maximum amount of product (1.0 means a 100% yield; for example, 0.34 means a 34% yield). (1) The reactants are C1(P(C2C=CC=CC=2)C2C=CC=CC=2)C=CC=CC=1.BrN1C(=O)CCC1=O.[Cl:28][C:29]1[CH:30]=[C:31]([C@@H:39]([CH2:43][CH:44]2[CH2:48][CH2:47][CH2:46][CH2:45]2)[C:40]([OH:42])=O)[CH:32]=[CH:33][C:34]=1[S:35]([CH3:38])(=[O:37])=[O:36].[NH2:49][C:50]1[CH:55]=[CH:54][C:53]([CH3:56])=[CH:52][N:51]=1.N1C=CC=CC=1. The catalyst is C(Cl)Cl.O. The product is [Cl:28][C:29]1[CH:30]=[C:31]([C@@H:39]([CH2:43][CH:44]2[CH2:48][CH2:47][CH2:46][CH2:45]2)[C:40]([NH:49][C:50]2[CH:55]=[CH:54][C:53]([CH3:56])=[CH:52][N:51]=2)=[O:42])[CH:32]=[CH:33][C:34]=1[S:35]([CH3:38])(=[O:36])=[O:37]. The yield is 0.770. (2) The reactants are [CH2:1]([N:8]1[CH:16]([OH:17])[C:15]2[C:10](=[CH:11][CH:12]=[CH:13][CH:14]=2)[C:9]1=[O:18])[C:2]1[CH:7]=[CH:6][CH:5]=[CH:4][CH:3]=1.[H-].[Na+].Br[CH2:22][C:23]([O:25][CH2:26][CH3:27])=[O:24]. The catalyst is CN(C=O)C. The product is [CH2:26]([O:25][C:23](=[O:24])[CH2:22][O:18][CH:9]1[C:10]2[C:15](=[CH:14][CH:13]=[CH:12][CH:11]=2)[C:16](=[O:17])[N:8]1[CH2:1][C:2]1[CH:3]=[CH:4][CH:5]=[CH:6][CH:7]=1)[CH3:27]. The yield is 0.730.